From a dataset of Reaction yield outcomes from USPTO patents with 853,638 reactions. Predict the reaction yield, written as a fraction of the theoretical maximum amount of product (1.0 means a 100% yield; for example, 0.34 means a 34% yield). The reactants are Br[C:2]1[CH:3]=[C:4]([C:12]2[N:13]=[C:14]([CH2:17][CH2:18][C:19]([O:21][CH3:22])=[O:20])[O:15][CH:16]=2)[CH:5]=[C:6]([C:8]([F:11])([F:10])[F:9])[CH:7]=1.[CH3:23][N:24](C=O)C. The catalyst is C(OCC)(=O)C.[C-]#N.[Zn+2].[C-]#N.C1C=CC([P]([Pd]([P](C2C=CC=CC=2)(C2C=CC=CC=2)C2C=CC=CC=2)([P](C2C=CC=CC=2)(C2C=CC=CC=2)C2C=CC=CC=2)[P](C2C=CC=CC=2)(C2C=CC=CC=2)C2C=CC=CC=2)(C2C=CC=CC=2)C2C=CC=CC=2)=CC=1. The product is [C:23]([C:2]1[CH:3]=[C:4]([C:12]2[N:13]=[C:14]([CH2:17][CH2:18][C:19]([O:21][CH3:22])=[O:20])[O:15][CH:16]=2)[CH:5]=[C:6]([C:8]([F:11])([F:10])[F:9])[CH:7]=1)#[N:24]. The yield is 0.750.